From a dataset of Reaction yield outcomes from USPTO patents with 853,638 reactions. Predict the reaction yield, written as a fraction of the theoretical maximum amount of product (1.0 means a 100% yield; for example, 0.34 means a 34% yield). The reactants are [CH:1]1[C:10]2[C:5](=[CH:6][CH:7]=[CH:8][CH:9]=2)[CH:4]=[C:3]([C:11]([OH:13])=O)[N:2]=1.CN(C(ON1N=NC2C=CC=CC1=2)=[N+](C)C)C.F[P-](F)(F)(F)(F)F.CCN(C(C)C)C(C)C.[CH3:47][O:48][C:49]([C:51]1[C:59]2[N:58]=[C:57]([NH2:60])[NH:56][C:55]=2[C:54]([O:61][CH3:62])=[CH:53][CH:52]=1)=[O:50]. The catalyst is CN(C=O)C.[Cl-].[Na+].O. The product is [CH3:47][O:48][C:49]([C:51]1[C:59]2[NH:58][C:57]([NH:60][C:11]([C:3]3[N:2]=[CH:1][C:10]4[C:5]([CH:4]=3)=[CH:6][CH:7]=[CH:8][CH:9]=4)=[O:13])=[N:56][C:55]=2[C:54]([O:61][CH3:62])=[CH:53][CH:52]=1)=[O:50]. The yield is 0.370.